From a dataset of Forward reaction prediction with 1.9M reactions from USPTO patents (1976-2016). Predict the product of the given reaction. Given the reactants [C:1]([O:5][C:6]([C:8]1[C:9]([C:14]2[CH:19]=[CH:18][C:17]([CH2:20]Br)=[CH:16][CH:15]=2)=[CH:10][CH:11]=[CH:12][CH:13]=1)=[O:7])([CH3:4])([CH3:3])[CH3:2].[C:22]1(=[O:32])[NH:26][C:25](=[O:27])[C:24]2=[CH:28][CH:29]=[CH:30][CH:31]=[C:23]12.[K], predict the reaction product. The product is: [C:1]([O:5][C:6]([C:8]1[C:9]([C:14]2[CH:19]=[CH:18][C:17]([CH2:20][N:26]3[C:22](=[O:32])[C:23]4[C:24](=[CH:28][CH:29]=[CH:30][CH:31]=4)[C:25]3=[O:27])=[CH:16][CH:15]=2)=[CH:10][CH:11]=[CH:12][CH:13]=1)=[O:7])([CH3:4])([CH3:3])[CH3:2].